This data is from Catalyst prediction with 721,799 reactions and 888 catalyst types from USPTO. The task is: Predict which catalyst facilitates the given reaction. (1) Reactant: C([O-])([O-])=O.[K+].[K+].[F:7][C:8]([F:18])([F:17])[C:9]1[CH:10]=[C:11]([CH:14]=[CH:15][CH:16]=1)[CH2:12]Br.[Br:19][C:20]1[CH:21]=[CH:22][C:23]([OH:26])=[N:24][CH:25]=1. Product: [Br:19][C:20]1[CH:21]=[CH:22][C:23]([O:26][CH2:12][C:11]2[CH:14]=[CH:15][CH:16]=[C:9]([C:8]([F:18])([F:17])[F:7])[CH:10]=2)=[N:24][CH:25]=1. The catalyst class is: 10. (2) Reactant: [C:1]([O:5][C:6]([NH:8][C@@H:9]([CH2:13][C:14]([F:17])([F:16])[CH3:15])[C:10]([OH:12])=O)=[O:7])([CH3:4])([CH3:3])[CH3:2].[CH:18]1C=[N:22][C:21]2N(O)N=[N:26][C:20]=2[CH:19]=1.CCN=C=NCCCN(C)C.Cl. Product: [C:21]([C:20]1([NH:26][C:10]([C@@H:9]([NH:8][C:6](=[O:7])[O:5][C:1]([CH3:2])([CH3:3])[CH3:4])[CH2:13][C:14]([F:17])([F:16])[CH3:15])=[O:12])[CH2:19][CH2:18]1)#[N:22]. The catalyst class is: 4. (3) Reactant: [NH2:1][C:2]1[N:6]([C:7]2[CH:12]=[CH:11][C:10]([F:13])=[CH:9][CH:8]=2)[N:5]=[CH:4][C:3]=1[C:14]([NH:16][CH2:17][C:18]([CH2:24][NH2:25])([OH:23])[C:19]([F:22])([F:21])[F:20])=[O:15].[Br:26][C:27]1[CH:35]=[CH:34][CH:33]=[C:32]([Cl:36])[C:28]=1[C:29](Cl)=[O:30].C(N(C(C)C)CC)(C)C. Product: [NH2:1][C:2]1[N:6]([C:7]2[CH:8]=[CH:9][C:10]([F:13])=[CH:11][CH:12]=2)[N:5]=[CH:4][C:3]=1[C:14]([NH:16][CH2:17][C:18]([CH2:24][NH:25][C:29]([C:28]1[C:32]([Cl:36])=[CH:33][CH:34]=[CH:35][C:27]=1[Br:26])=[O:30])([OH:23])[C:19]([F:22])([F:21])[F:20])=[O:15]. The catalyst class is: 7. (4) The catalyst class is: 5. Product: [Cl:23][C:9]1[N:8]=[N:7][C:6]([C:4]([NH2:24])=[O:3])=[C:11]([NH:12][C:13]2[N:18]=[C:17]3[N:19]([CH3:22])[CH:20]=[CH:21][C:16]3=[CH:15][CH:14]=2)[CH:10]=1. Reactant: C([O:3][C:4]([C:6]1[N:7]=[N:8][C:9]([Cl:23])=[CH:10][C:11]=1[NH:12][C:13]1[N:18]=[C:17]2[N:19]([CH3:22])[CH:20]=[CH:21][C:16]2=[CH:15][CH:14]=1)=O)C.[NH3:24].